This data is from Forward reaction prediction with 1.9M reactions from USPTO patents (1976-2016). The task is: Predict the product of the given reaction. (1) The product is: [CH3:1][N:2]([CH3:7])[CH2:3][CH2:4][NH:5][C:9]1[CH:14]=[CH:13][C:12]([N+:15]([O-:17])=[O:16])=[CH:11][CH:10]=1. Given the reactants [CH3:1][N:2]1[CH2:7]C[NH:5][CH2:4][CH2:3]1.F[C:9]1[CH:14]=[CH:13][C:12]([N+:15]([O-:17])=[O:16])=[CH:11][CH:10]=1, predict the reaction product. (2) Given the reactants [Br:1][C:2]1[CH:3]=[C:4]([CH2:12][OH:13])[CH:5]=[C:6]([C:8]([F:11])([F:10])[F:9])[CH:7]=1.CC(OI1(OC(C)=O)(OC(C)=O)OC(=O)C2C=CC=CC1=2)=O.[OH-].[Na+], predict the reaction product. The product is: [Br:1][C:2]1[CH:3]=[C:4]([CH:5]=[C:6]([C:8]([F:9])([F:10])[F:11])[CH:7]=1)[CH:12]=[O:13]. (3) Given the reactants [CH3:1][C:2]1[S:6][C:5]([CH2:7][CH:8]2[CH2:13][CH2:12][CH:11]([C:14]3[S:15][C:16]([C:19]4[CH:25]=[CH:24][C:22]([NH2:23])=[CH:21][CH:20]=4)=[CH:17][N:18]=3)[CH2:10][CH2:9]2)=[N:4][N:3]=1.[F:26][C:27]1[CH:32]=[C:31]([F:33])[C:30]([F:34])=[CH:29][C:28]=1[N:35]=[C:36]=[O:37], predict the reaction product. The product is: [CH3:1][C:2]1[S:6][C:5]([CH2:7][CH:8]2[CH2:13][CH2:12][CH:11]([C:14]3[S:15][C:16]([C:19]4[CH:20]=[CH:21][C:22]([NH:23][C:36]([NH:35][C:28]5[CH:29]=[C:30]([F:34])[C:31]([F:33])=[CH:32][C:27]=5[F:26])=[O:37])=[CH:24][CH:25]=4)=[CH:17][N:18]=3)[CH2:10][CH2:9]2)=[N:4][N:3]=1.